This data is from Full USPTO retrosynthesis dataset with 1.9M reactions from patents (1976-2016). The task is: Predict the reactants needed to synthesize the given product. (1) Given the product [CH2:1]([N:3]1[CH2:7][CH2:6][CH2:5][C@H:4]1[CH2:8][O:9][C:10]1[CH:11]=[C:12]2[C:17](=[CH:18][CH:19]=1)[CH:16]=[C:15]([C:30]1[C:38]3[C:33](=[CH:34][CH:35]=[C:36]([C:39]#[N:40])[CH:37]=3)[N:32]([CH:41]3[CH2:46][CH2:45][CH2:44][CH2:43][O:42]3)[N:31]=1)[CH:14]=[CH:13]2)[CH3:2], predict the reactants needed to synthesize it. The reactants are: [CH2:1]([N:3]1[CH2:7][CH2:6][CH2:5][C@H:4]1[CH2:8][O:9][C:10]1[CH:19]=[CH:18][C:17]2[C:12](=[CH:13][CH:14]=[C:15](Br)[CH:16]=2)[CH:11]=1)[CH3:2].ClCCl.C([O-])(=O)C.[K+].Br[C:30]1[C:38]2[C:33](=[CH:34][CH:35]=[C:36]([C:39]#[N:40])[CH:37]=2)[N:32]([CH:41]2[CH2:46][CH2:45][CH2:44][CH2:43][O:42]2)[N:31]=1.C(=O)([O-])[O-].[K+].[K+]. (2) Given the product [OH:23][C:7]1([C:8]2[CH:9]=[CH:10][C:11]([B:14]([OH:15])[OH:18])=[CH:12][CH:13]=2)[CH2:2][CH2:1]1, predict the reactants needed to synthesize it. The reactants are: [CH2:1]([Mg]Br)[CH3:2].CO[C:7](=[O:23])[C:8]1[CH:13]=[CH:12][C:11]([B:14]2[O:18]C(C)(C)C(C)(C)[O:15]2)=[CH:10][CH:9]=1.Cl. (3) Given the product [Cl:29][C:23]1[CH:24]=[N:25][CH:26]=[C:27]([Cl:28])[C:22]=1[NH:21][C:15]1[C:14]2[C:19](=[C:10]([O:9][CH2:8][CH2:7][CH2:6][CH2:5][N:2]([CH3:3])[CH3:1])[C:11]([O:30][CH3:31])=[CH:12][CH:13]=2)[O:18][C:17](=[O:20])[CH:16]=1, predict the reactants needed to synthesize it. The reactants are: [CH3:1][NH:2][CH3:3].Br[CH2:5][CH2:6][CH2:7][CH2:8][O:9][C:10]1[C:11]([O:30][CH3:31])=[CH:12][CH:13]=[C:14]2[C:19]=1[O:18][C:17](=[O:20])[CH:16]=[C:15]2[NH:21][C:22]1[C:27]([Cl:28])=[CH:26][N:25]=[CH:24][C:23]=1[Cl:29]. (4) Given the product [N:22]1[CH:21]=[N:20][N:18]2[CH:19]=[C:14]([C:13]3[N:9]([C:4]4[CH:5]=[CH:6][C:7]([F:8])=[C:2]([Cl:1])[CH:3]=4)[C:10](=[O:24])[N:11]([CH2:37][C:38]4[CH:46]=[CH:45][C:41]5=[N:42][O:43][N:44]=[C:40]5[CH:39]=4)[C:12]=3[CH3:23])[CH:15]=[CH:16][C:17]=12, predict the reactants needed to synthesize it. The reactants are: [Cl:1][C:2]1[CH:3]=[C:4]([N:9]2[C:13]([C:14]3[CH:15]=[CH:16][C:17]4[N:18]([N:20]=[CH:21][N:22]=4)[CH:19]=3)=[C:12]([CH3:23])[NH:11][C:10]2=[O:24])[CH:5]=[CH:6][C:7]=1[F:8].CN(C)C=O.CC(C)([O-])C.[K+].Br[CH2:37][C:38]1[CH:46]=[CH:45][C:41]2=[N:42][O:43][N:44]=[C:40]2[CH:39]=1. (5) Given the product [CH3:1][N:2]([CH3:17])[S:3]([C:6]1[C:11]([Cl:12])=[CH:10][CH:9]=[C:8]([N+:13]([O-:15])=[O:14])[C:7]=1[OH:20])(=[O:5])=[O:4], predict the reactants needed to synthesize it. The reactants are: [CH3:1][N:2]([CH3:17])[S:3]([C:6]1[C:11]([Cl:12])=[CH:10][CH:9]=[C:8]([N+:13]([O-:15])=[O:14])[C:7]=1Cl)(=[O:5])=[O:4].[H-].[Na+].[OH2:20]. (6) Given the product [CH2:19]([O:18][C:16](=[O:17])[CH2:15][N:9]1[C:10]2[C:6](=[CH:5][C:4]([Br:3])=[C:12]([F:13])[CH:11]=2)[CH:7]=[CH:8]1)[CH3:20], predict the reactants needed to synthesize it. The reactants are: [H-].[Na+].[Br:3][C:4]1[CH:5]=[C:6]2[C:10](=[CH:11][C:12]=1[F:13])[NH:9][CH:8]=[CH:7]2.Br[CH2:15][C:16]([O:18][CH2:19][CH3:20])=[O:17].